This data is from Reaction yield outcomes from USPTO patents with 853,638 reactions. The task is: Predict the reaction yield, written as a fraction of the theoretical maximum amount of product (1.0 means a 100% yield; for example, 0.34 means a 34% yield). (1) The reactants are [N:1]1[CH:6]=[CH:5][CH:4]=[C:3]([C:7]2([C:11]#[N:12])[CH2:10][CH2:9][CH2:8]2)[CH:2]=1.[OH:13]S(O)(=O)=O.C([O-])(O)=O.[Na+]. No catalyst specified. The product is [N:1]1[CH:6]=[CH:5][CH:4]=[C:3]([C:7]2([C:11]([NH2:12])=[O:13])[CH2:10][CH2:9][CH2:8]2)[CH:2]=1. The yield is 0.347. (2) The reactants are [CH3:1][C:2]([CH3:5])([O-])[CH3:3].[Na+].C(C1[CH:18]=[CH:17][C:12]([C:13]([O:15][CH3:16])=[O:14])=[CH:11][CH:10]=1)=C.S([CH2:29][N+:30]#[C-])(C1C=CC(C)=CC=1)(=O)=O.Cl. The catalyst is CS(C)=O.O. The product is [NH:30]1[CH:29]=[CH:3][C:2]([C:5]2[CH:18]=[CH:17][C:12]([C:13]([O:15][CH3:16])=[O:14])=[CH:11][CH:10]=2)=[CH:1]1. The yield is 0.257. (3) The reactants are [CH3:1][N:2]1[C:7](=[O:8])[CH:6]2[CH2:9][CH2:10][C:3]1([C:11](OC)=[O:12])[CH2:4][CH2:5]2.[H-].[Al+3].[Li+].[H-].[H-].[H-].Cl. The catalyst is O1CCCC1.C(OCC)(=O)C.C(C(C(C([O-])=O)O)O)([O-])=O.[K+].[Na+]. The product is [CH3:1][N:2]1[C:7](=[O:8])[CH:6]2[CH2:5][CH2:4][C:3]1([CH:11]=[O:12])[CH2:10][CH2:9]2. The yield is 1.00. (4) The reactants are [CH2:1]([O:8][C:9]1[C:13]([CH:14]([CH:16]2[CH2:21][CH2:20][CH2:19][CH2:18][CH2:17]2)O)=[CH:12][N:11]([C:22]2[CH:27]=[CH:26][C:25]([O:28][C:29]([F:32])([F:31])[F:30])=[CH:24][CH:23]=2)[N:10]=1)[C:2]1[CH:7]=[CH:6][CH:5]=[CH:4][CH:3]=1.[NH2:33][C:34]1[CH:39]=[CH:38][C:37]([C:40]([NH:42][CH2:43][CH2:44][C:45]([O:47]CC)=[O:46])=[O:41])=[CH:36][CH:35]=1. No catalyst specified. The product is [CH2:1]([O:8][C:9]1[C:13]([CH:14]([NH:33][C:34]2[CH:35]=[CH:36][C:37]([C:40]([NH:42][CH2:43][CH2:44][C:45]([OH:47])=[O:46])=[O:41])=[CH:38][CH:39]=2)[CH:16]2[CH2:17][CH2:18][CH2:19][CH2:20][CH2:21]2)=[CH:12][N:11]([C:22]2[CH:27]=[CH:26][C:25]([O:28][C:29]([F:31])([F:32])[F:30])=[CH:24][CH:23]=2)[N:10]=1)[C:2]1[CH:3]=[CH:4][CH:5]=[CH:6][CH:7]=1. The yield is 0.560. (5) The reactants are [Br:1][C:2]1[CH:3]=[CH:4][C:5](F)=[C:6]([C:8]([C:10]2([OH:18])[CH2:15][CH2:14][CH:13]([O:16][CH3:17])[CH2:12][CH2:11]2)=[O:9])[CH:7]=1.CC(C)([O-])C.[K+]. The product is [Br:1][C:2]1[CH:3]=[CH:4][C:5]2[O:18][C:10]3([CH2:15][CH2:14][CH:13]([O:16][CH3:17])[CH2:12][CH2:11]3)[C:8](=[O:9])[C:6]=2[CH:7]=1. The yield is 0.390. The catalyst is C1COCC1. (6) The reactants are [CH2:1]([C:5]1[N:6]=[C:7]([CH3:27])[NH:8][C:9](=[O:26])[C:10]=1[CH2:11][C:12]1[CH:17]=[CH:16][C:15]([C:18]2[C:19]([C:24]#[N:25])=[CH:20][CH:21]=[CH:22][CH:23]=2)=[CH:14][CH:13]=1)[CH2:2][CH2:3][CH3:4].[CH3:28][C:29]1([CH3:32])[CH2:31][O:30]1.C(=O)([O-])[O-].[Cs+].[Cs+].CN(C)C(=O)C. The catalyst is C(OCC)(=O)C. The product is [CH2:1]([C:5]1[N:6]=[C:7]([CH3:27])[N:8]([CH2:28][C:29]([OH:30])([CH3:32])[CH3:31])[C:9](=[O:26])[C:10]=1[CH2:11][C:12]1[CH:17]=[CH:16][C:15]([C:18]2[C:19]([C:24]#[N:25])=[CH:20][CH:21]=[CH:22][CH:23]=2)=[CH:14][CH:13]=1)[CH2:2][CH2:3][CH3:4]. The yield is 0.760. (7) The yield is 0.640. The reactants are [C:1]1([C:7]2[CH:8]=[C:9]3[C:13](=[C:14]([C:16]([NH2:18])=[O:17])[CH:15]=2)[NH:12][CH:11]=[C:10]3[CH:19]2[CH2:24][CH2:23][NH:22][CH2:21][CH2:20]2)[CH:6]=[CH:5][CH:4]=[CH:3][CH:2]=1.C(N(CC)CC)C.[Cl:32][CH2:33][CH2:34][CH2:35][S:36](Cl)(=[O:38])=[O:37]. The product is [Cl:32][CH2:33][CH2:34][CH2:35][S:36]([N:22]1[CH2:23][CH2:24][CH:19]([C:10]2[C:9]3[C:13](=[C:14]([C:16]([NH2:18])=[O:17])[CH:15]=[C:7]([C:1]4[CH:2]=[CH:3][CH:4]=[CH:5][CH:6]=4)[CH:8]=3)[NH:12][CH:11]=2)[CH2:20][CH2:21]1)(=[O:38])=[O:37]. The catalyst is C(Cl)Cl.